Task: Predict the reactants needed to synthesize the given product.. Dataset: Full USPTO retrosynthesis dataset with 1.9M reactions from patents (1976-2016) (1) The reactants are: Br[C:2]1[C:3]([C:21]#[N:22])=[C:4]2[CH2:9][N:8]([C:10]([O:12][C:13]([CH3:16])([CH3:15])[CH3:14])=[O:11])[CH2:7][CH2:6][N:5]2[C:17]=1[CH:18]1[CH2:20][CH2:19]1.[CH3:23][O:24][C:25]1[CH:30]=[CH:29][C:28](B(O)O)=[CH:27][CH:26]=1.C(=O)([O-])[O-].[Cs+].[Cs+]. Given the product [C:21]([C:3]1[C:2]([C:28]2[CH:29]=[CH:30][C:25]([O:24][CH3:23])=[CH:26][CH:27]=2)=[C:17]([CH:18]2[CH2:20][CH2:19]2)[N:5]2[CH2:6][CH2:7][N:8]([C:10]([O:12][C:13]([CH3:16])([CH3:15])[CH3:14])=[O:11])[CH2:9][C:4]=12)#[N:22], predict the reactants needed to synthesize it. (2) Given the product [CH2:1]([O:3][C:4](=[O:33])[C@H:5]([CH2:31][O:32][S:34]([CH3:37])(=[O:36])=[O:35])[CH2:6][C@H:7]([NH:23][C:24]([O:26][C:27]([CH3:29])([CH3:28])[CH3:30])=[O:25])[CH2:8][C:9]1[CH:14]=[CH:13][C:12]([C:15]2[CH:20]=[C:19]([Cl:21])[CH:18]=[CH:17][C:16]=2[F:22])=[CH:11][CH:10]=1)[CH3:2], predict the reactants needed to synthesize it. The reactants are: [CH2:1]([O:3][C:4](=[O:33])[C@H:5]([CH2:31][OH:32])[CH2:6][C@H:7]([NH:23][C:24]([O:26][C:27]([CH3:30])([CH3:29])[CH3:28])=[O:25])[CH2:8][C:9]1[CH:14]=[CH:13][C:12]([C:15]2[CH:20]=[C:19]([Cl:21])[CH:18]=[CH:17][C:16]=2[F:22])=[CH:11][CH:10]=1)[CH3:2].[S:34](Cl)([CH3:37])(=[O:36])=[O:35].CCN(CC)CC. (3) Given the product [CH2:1]([N:8]1[C:17]2[C:12](=[CH:13][C:14]([NH:20][C:21]3[CH:33]=[CH:32][C:31]([Cl:34])=[CH:30][C:22]=3[C:23]([O:25][C:26]([CH3:29])([CH3:27])[CH3:28])=[O:24])=[CH:15][CH:16]=2)[N:11]=[CH:10][C:9]1=[O:19])[C:2]1[CH:7]=[CH:6][CH:5]=[CH:4][CH:3]=1, predict the reactants needed to synthesize it. The reactants are: [CH2:1]([N:8]1[C:17]2[C:12](=[CH:13][C:14](Br)=[CH:15][CH:16]=2)[N:11]=[CH:10][C:9]1=[O:19])[C:2]1[CH:7]=[CH:6][CH:5]=[CH:4][CH:3]=1.[NH2:20][C:21]1[CH:33]=[CH:32][C:31]([Cl:34])=[CH:30][C:22]=1[C:23]([O:25][C:26]([CH3:29])([CH3:28])[CH3:27])=[O:24].C(=O)([O-])[O-].[Cs+].[Cs+].C1(C)C=CC=CC=1. (4) Given the product [F:19][C:5]1[CH:6]=[C:7]([C:8]2[CH:9]=[CH:10][C:11]3[N:12]([C:14]([C:17]#[N:18])=[CH:15][N:16]=3)[CH:13]=2)[C:2]([C:23]2[CH:24]=[CH:25][CH:26]=[C:21]([CH3:20])[N:22]=2)=[N:3][CH:4]=1, predict the reactants needed to synthesize it. The reactants are: Cl[C:2]1[C:7]([C:8]2[CH:9]=[CH:10][C:11]3[N:12]([C:14]([C:17]#[N:18])=[CH:15][N:16]=3)[CH:13]=2)=[CH:6][C:5]([F:19])=[CH:4][N:3]=1.[CH3:20][C:21]1[CH:26]=[CH:25][CH:24]=[C:23]([Sn](CCCC)(CCCC)CCCC)[N:22]=1.